This data is from Forward reaction prediction with 1.9M reactions from USPTO patents (1976-2016). The task is: Predict the product of the given reaction. Given the reactants [C:1]1(B(O)O)[CH:6]=[CH:5][CH:4]=[CH:3][CH:2]=1.Br[C:11]1[CH:16]=[CH:15][C:14]([Br:17])=[CH:13][N:12]=1, predict the reaction product. The product is: [C:1]1([C:11]2[CH:16]=[CH:15][C:14]([Br:17])=[CH:13][N:12]=2)[CH:6]=[CH:5][CH:4]=[CH:3][CH:2]=1.